From a dataset of Full USPTO retrosynthesis dataset with 1.9M reactions from patents (1976-2016). Predict the reactants needed to synthesize the given product. Given the product [CH3:17][C:16]1([CH3:18])[C:4]2[C:3](=[CH:2][CH:7]=[C:6]([N+:8]([O-:10])=[O:9])[CH:5]=2)[N:11]([C:12](=[O:14])[CH3:13])[CH2:15]1, predict the reactants needed to synthesize it. The reactants are: Br[C:2]1[CH:7]=[C:6]([N+:8]([O-:10])=[O:9])[CH:5]=[CH:4][C:3]=1[N:11]([CH2:15][C:16]([CH3:18])=[CH2:17])[C:12](=[O:14])[CH3:13].C([O-])=O.[Na+].C([O-])(=O)C.[Na+].